The task is: Binary Classification. Given a drug SMILES string, predict its activity (active/inactive) in a high-throughput screening assay against a specified biological target.. This data is from Orexin1 receptor HTS with 218,158 compounds and 233 confirmed actives. (1) The result is 0 (inactive). The molecule is O=c1nc(NC2CCCCC2)c(n[nH]1)C. (2) The drug is S=C(N1N=C(CCC1)c1ccccc1)Nc1ccc(cc1)C. The result is 0 (inactive). (3) The molecule is s1c=2n(nc1CC)C(=N)/C(=C/c1ccc(OCCOc3ccc(NC(=O)C)cc3)cc1)C(=O)N2. The result is 0 (inactive). (4) The drug is Clc1c(C(=O)Nc2nc(c3sccc3)ccn2)cccc1. The result is 0 (inactive). (5) The result is 0 (inactive). The compound is O=C(N(C(C)(C)C)Cc1cc2c([nH]c1=O)ccc(OC)c2)c1ccncc1.